Task: Regression. Given a peptide amino acid sequence and an MHC pseudo amino acid sequence, predict their binding affinity value. This is MHC class I binding data.. Dataset: Peptide-MHC class I binding affinity with 185,985 pairs from IEDB/IMGT (1) The peptide sequence is MGMEQTMSV. The MHC is HLA-B53:01 with pseudo-sequence HLA-B53:01. The binding affinity (normalized) is 0.213. (2) The peptide sequence is YRYGFVANF. The MHC is HLA-A69:01 with pseudo-sequence HLA-A69:01. The binding affinity (normalized) is 0.0847. (3) The binding affinity (normalized) is 0.778. The MHC is HLA-A24:02 with pseudo-sequence HLA-A24:02. The peptide sequence is NWQYFFPVI. (4) The peptide sequence is ALYKGFQFI. The MHC is HLA-A68:02 with pseudo-sequence HLA-A68:02. The binding affinity (normalized) is 0.224. (5) The peptide sequence is YLDMVLAFL. The binding affinity (normalized) is 0.0847. The MHC is HLA-A30:01 with pseudo-sequence HLA-A30:01. (6) The peptide sequence is YRATYSMAL. The MHC is HLA-A25:01 with pseudo-sequence HLA-A25:01. The binding affinity (normalized) is 0.0847.